The task is: Predict the reactants needed to synthesize the given product.. This data is from Full USPTO retrosynthesis dataset with 1.9M reactions from patents (1976-2016). (1) Given the product [CH3:1][C:2]1[S:3][C:4]2[C:13]3[N:12]=[C:11]([NH:14][S:22]([C:16]4[CH:21]=[CH:20][CH:19]=[CH:18][CH:17]=4)(=[O:24])=[O:23])[N:10]=[CH:9][C:8]=3[CH2:7][CH2:6][C:5]=2[N:15]=1, predict the reactants needed to synthesize it. The reactants are: [CH3:1][C:2]1[S:3][C:4]2[C:13]3[N:12]=[C:11]([NH2:14])[N:10]=[CH:9][C:8]=3[CH2:7][CH2:6][C:5]=2[N:15]=1.[C:16]1([S:22](Cl)(=[O:24])=[O:23])[CH:21]=[CH:20][CH:19]=[CH:18][CH:17]=1. (2) Given the product [C:27]1([NH:26][C:20](=[O:22])[C:19]2[CH:23]=[CH:24][CH:25]=[C:17]([C:16]3[N:11]4[N:10]=[CH:9][C:8]([C:6]([C:2]5[S:1][CH:5]=[CH:4][CH:3]=5)=[O:7])=[C:12]4[N:13]=[CH:14][CH:15]=3)[CH:18]=2)[CH:32]=[CH:31][CH:30]=[CH:29][CH:28]=1, predict the reactants needed to synthesize it. The reactants are: [S:1]1[CH:5]=[CH:4][CH:3]=[C:2]1[C:6]([C:8]1[CH:9]=[N:10][N:11]2[C:16]([C:17]3[CH:18]=[C:19]([CH:23]=[CH:24][CH:25]=3)[C:20]([OH:22])=O)=[CH:15][CH:14]=[N:13][C:12]=12)=[O:7].[NH2:26][C:27]1[CH:32]=[CH:31][CH:30]=[CH:29][CH:28]=1. (3) The reactants are: [CH2:1]([O:8][C:9]1[CH:10]=[C:11]([CH:15]([NH:23][C:24]([CH:26]2[CH2:29][CH2:28][CH2:27]2)=[O:25])[C:16]2[C:21]([Cl:22])=[N:20][CH:19]=[CH:18][N:17]=2)[CH:12]=[CH:13][CH:14]=1)[C:2]1[CH:7]=[CH:6][CH:5]=[CH:4][CH:3]=1.[CH:30]1(C(O)=O)CC[CH2:31]1. Given the product [CH2:1]([O:8][C:9]1[CH:10]=[C:11]([CH:15]([NH:23][C:24]([CH:26]2[CH2:27][CH2:28][CH2:29][CH2:31][CH2:30]2)=[O:25])[C:16]2[C:21]([Cl:22])=[N:20][CH:19]=[CH:18][N:17]=2)[CH:12]=[CH:13][CH:14]=1)[C:2]1[CH:7]=[CH:6][CH:5]=[CH:4][CH:3]=1, predict the reactants needed to synthesize it. (4) Given the product [Cl:3][C:4]1[CH:9]=[C:8]([NH2:10])[CH:7]=[N:6][C:5]=1[N:13]1[CH2:14][CH2:15][O:16][CH2:17][CH2:18]1, predict the reactants needed to synthesize it. The reactants are: [H][H].[Cl:3][C:4]1[C:5]([N:13]2[CH2:18][CH2:17][O:16][CH2:15][CH2:14]2)=[N:6][CH:7]=[C:8]([N+:10]([O-])=O)[CH:9]=1.